This data is from Full USPTO retrosynthesis dataset with 1.9M reactions from patents (1976-2016). The task is: Predict the reactants needed to synthesize the given product. Given the product [CH2:16]([O:18][C:19]([C:21]1[C:22](=[O:44])[C:23]2[CH:28]=[N:27][C:26]([NH:15][C:12]3[CH:13]=[CH:14][C:9]([CH2:8][CH2:7][N:1]4[CH2:6][CH2:5][O:4][CH2:3][CH2:2]4)=[CH:10][CH:11]=3)=[N:25][C:24]=2[N:33]([C:35]2[CH:36]=[C:37]3[C:41](=[CH:42][CH:43]=2)[CH2:40][CH2:39][CH2:38]3)[CH:34]=1)=[O:20])[CH3:17], predict the reactants needed to synthesize it. The reactants are: [N:1]1([CH2:7][CH2:8][C:9]2[CH:14]=[CH:13][C:12]([NH2:15])=[CH:11][CH:10]=2)[CH2:6][CH2:5][O:4][CH2:3][CH2:2]1.[CH2:16]([O:18][C:19]([C:21]1[C:22](=[O:44])[C:23]2[CH:28]=[N:27][C:26](S(C)(=O)=O)=[N:25][C:24]=2[N:33]([C:35]2[CH:36]=[C:37]3[C:41](=[CH:42][CH:43]=2)[CH2:40][CH2:39][CH2:38]3)[CH:34]=1)=[O:20])[CH3:17].